This data is from Catalyst prediction with 721,799 reactions and 888 catalyst types from USPTO. The task is: Predict which catalyst facilitates the given reaction. (1) Reactant: [OH:1][C:2]1[CH:11]=[CH:10][C:5]([C:6]([O:8][CH3:9])=[O:7])=[CH:4][CH:3]=1.[CH2:12](Br)[CH:13]=[CH2:14].C(=O)([O-])[O-].[K+].[K+].CCOC(C)=O. Product: [CH2:14]([O:1][C:2]1[CH:3]=[CH:4][C:5]([C:6]([O:8][CH3:9])=[O:7])=[CH:10][CH:11]=1)[CH:13]=[CH2:12]. The catalyst class is: 16. (2) Reactant: [Br:1][C:2]1[CH:11]=[CH:10][C:5]([C:6]([NH:8][NH2:9])=[O:7])=[CH:4][CH:3]=1.[C:12](OC(=O)C)(=O)C. Product: [Br:1][C:2]1[CH:11]=[CH:10][C:5]([C:6]2[O:7][CH:12]=[N:9][N:8]=2)=[CH:4][CH:3]=1. The catalyst class is: 12.